Dataset: Full USPTO retrosynthesis dataset with 1.9M reactions from patents (1976-2016). Task: Predict the reactants needed to synthesize the given product. Given the product [Br:15][CH:10]([CH3:11])[C:9]([C:6]1[CH:5]=[CH:4][C:3]([C:2]([F:13])([F:14])[F:1])=[CH:8][CH:7]=1)=[O:12], predict the reactants needed to synthesize it. The reactants are: [F:1][C:2]([F:14])([F:13])[C:3]1[CH:8]=[CH:7][C:6]([C:9](=[O:12])[CH2:10][CH3:11])=[CH:5][CH:4]=1.[Br:15]Br.